This data is from Tyrosyl-DNA phosphodiesterase HTS with 341,365 compounds. The task is: Binary Classification. Given a drug SMILES string, predict its activity (active/inactive) in a high-throughput screening assay against a specified biological target. (1) The drug is O(Cc1c(oc(c1)C(OC)=O)C)c1cc2oc(=O)ccc2cc1. The result is 0 (inactive). (2) The compound is O1C(C(CN(C(CO)C)C(=O)c2c1c(NC(=O)c1ccncc1)ccc2)C)CN(Cc1ccc(Oc2ccccc2)cc1)C. The result is 0 (inactive). (3) The molecule is S(c1n(c2ccc(cc2)C)c(nn1)C)CC(=O)Nc1ccccc1. The result is 0 (inactive). (4) The molecule is S(Cc1nc2n(c(=O)c1)cccc2C)c1sc(NC(=O)COc2ccc(cc2)C)nn1. The result is 1 (active). (5) The drug is o1nc(n2[nH]\c(nc2)=C2\C(=NN=C2)C)cc1C. The result is 0 (inactive). (6) The molecule is O1c2c(C(c3c(OC)c(OC)ccc3)C(=C1N)C#N)c(oc(c2)C)=O. The result is 0 (inactive). (7) The molecule is O(c1ccc(C2NC(=O)NC(=C2C(=O)Nc2c(cccc2)C)C)cc1)C(C)C(OCC)=O. The result is 0 (inactive). (8) The drug is S(=O)(=O)(N(CC(=O)N1CCCC1)C)c1cc(OC)c(OC)cc1. The result is 0 (inactive). (9) The compound is Clc1n(nc(c1/C=C\C(OCC(=O)N(C1CS(=O)(=O)CC1)C)=O)C)Cc1ccccc1. The result is 0 (inactive).